From a dataset of Reaction yield outcomes from USPTO patents with 853,638 reactions. Predict the reaction yield, written as a fraction of the theoretical maximum amount of product (1.0 means a 100% yield; for example, 0.34 means a 34% yield). (1) The reactants are Cl.[NH2:2][C:3]1[S:7][C:6]([C:8]([O:10][CH2:11][CH3:12])=[O:9])=[C:5]([CH3:13])[CH:4]=1.C(=O)(O)[O-].[Na+]. The yield is 0.980. The product is [NH2:2][C:3]1[S:7][C:6]([C:8]([O:10][CH2:11][CH3:12])=[O:9])=[C:5]([CH3:13])[CH:4]=1. The catalyst is ClCCl. (2) The reactants are Br[C:2]1[CH:7]=[CH:6][C:5]([S:8]([N:11]([CH2:14][CH3:15])[CH2:12][CH3:13])(=[O:10])=[O:9])=[CH:4][CH:3]=1.[C:16]([C:18]1[N:22]([CH3:23])[C:21](B(O)O)=[CH:20][CH:19]=1)#[N:17].[F-].[K+].C(P(C(C)(C)C)C(C)(C)C)(C)(C)C. The catalyst is C1C=CC(/C=C/C(/C=C/C2C=CC=CC=2)=O)=CC=1.C1C=CC(/C=C/C(/C=C/C2C=CC=CC=2)=O)=CC=1.C1C=CC(/C=C/C(/C=C/C2C=CC=CC=2)=O)=CC=1.[Pd].[Pd]. The product is [C:16]([C:18]1[N:22]([CH3:23])[C:21]([C:2]2[CH:7]=[CH:6][C:5]([S:8]([N:11]([CH2:14][CH3:15])[CH2:12][CH3:13])(=[O:10])=[O:9])=[CH:4][CH:3]=2)=[CH:20][CH:19]=1)#[N:17]. The yield is 0.210.